From a dataset of Forward reaction prediction with 1.9M reactions from USPTO patents (1976-2016). Predict the product of the given reaction. (1) Given the reactants [CH:1]1[C:13]2[CH:12]([CH2:14][O:15][C:16]([N:18]([CH3:23])[CH2:19][C:20]([OH:22])=[O:21])=[O:17])[C:11]3[C:6](=[CH:7][CH:8]=[CH:9][CH:10]=3)[C:5]=2[CH:4]=[CH:3][CH:2]=1.C(N(C(C)C)C(C)C)C.Br[CH2:34][C:35]([O:37][C:38]([CH3:41])([CH3:40])[CH3:39])=[O:36], predict the reaction product. The product is: [CH:10]1[C:11]2[CH:12]([CH2:14][O:15][C:16]([N:18]([CH3:23])[CH2:19][C:20]([O:22][CH2:34][C:35]([O:37][C:38]([CH3:41])([CH3:40])[CH3:39])=[O:36])=[O:21])=[O:17])[C:13]3[C:5](=[CH:4][CH:3]=[CH:2][CH:1]=3)[C:6]=2[CH:7]=[CH:8][CH:9]=1. (2) Given the reactants [C:1]([C:5]1[CH:10]=[CH:9][C:8]([N:11]2[C:15](=[O:16])[C:14]([CH3:18])([CH3:17])[N:13]([CH2:19][C:20]3[CH:25]=[CH:24][N:23]=[C:22](Cl)[CH:21]=3)[C:12]2=[O:27])=[CH:7][CH:6]=1)([CH3:4])([CH3:3])[CH3:2].[N:28]1([CH2:33][C:34]2[CH:40]=[CH:39][C:37]([NH2:38])=[CH:36][CH:35]=2)[CH2:32][CH2:31][CH2:30][CH2:29]1.C(=O)([O-])[O-].[Cs+].[Cs+].CC1(C)C2C=CC(P(C3C=CC=CC=3)C3C=CC=CC=3)=CC=2OC2C1=CC=C(P(C1C=CC=CC=1)C1C=CC=CC=1)C=2, predict the reaction product. The product is: [C:1]([C:5]1[CH:10]=[CH:9][C:8]([N:11]2[C:15](=[O:16])[C:14]([CH3:18])([CH3:17])[N:13]([CH2:19][C:20]3[CH:25]=[CH:24][N:23]=[C:22]([NH:38][C:37]4[CH:36]=[CH:35][C:34]([CH2:33][N:28]5[CH2:32][CH2:31][CH2:30][CH2:29]5)=[CH:40][CH:39]=4)[CH:21]=3)[C:12]2=[O:27])=[CH:7][CH:6]=1)([CH3:4])([CH3:3])[CH3:2]. (3) Given the reactants [CH2:1]([N:8]1[C:16]2[C:11](=[CH:12][C:13]([C:17]([O:19][CH3:20])=[O:18])=[CH:14][CH:15]=2)[CH:10]([CH3:21])[CH2:9]1)[C:2]1[CH:7]=[CH:6][CH:5]=[CH:4][CH:3]=1.C1(Cl)C(Cl)=C(Cl)C(=O)C(=O)C=1Cl, predict the reaction product. The product is: [CH2:1]([N:8]1[C:16]2[C:11](=[CH:12][C:13]([C:17]([O:19][CH3:20])=[O:18])=[CH:14][CH:15]=2)[C:10]([CH3:21])=[CH:9]1)[C:2]1[CH:3]=[CH:4][CH:5]=[CH:6][CH:7]=1.